Dataset: Full USPTO retrosynthesis dataset with 1.9M reactions from patents (1976-2016). Task: Predict the reactants needed to synthesize the given product. (1) Given the product [CH3:1][N:2]1[CH2:3][CH2:4][N:5]([C:8]2[N:13]=[C:12]3[NH:14][CH:15]=[C:16]([C:27]#[N:28])[C:11]3=[CH:10][CH:9]=2)[CH2:6][CH2:7]1, predict the reactants needed to synthesize it. The reactants are: [CH3:1][N:2]1[CH2:7][CH2:6][N:5]([C:8]2[N:13]=[C:12]3[N:14]([Si](C(C)C)(C(C)C)C(C)C)[CH:15]=[CH:16][C:11]3=[CH:10][CH:9]=2)[CH2:4][CH2:3]1.[CH3:27][N:28](C=O)C.ClS(N=C=O)(=O)=O.CCOC(C)=O. (2) Given the product [O:2]=[C:3]1[CH:8]=[CH:7][C:6]([C:9]([C:11]2[S:15][C:14]([NH2:16])=[N:13][C:12]=2[C:17]2[O:18][CH:19]=[CH:20][CH:21]=2)=[O:10])=[CH:5][NH:4]1, predict the reactants needed to synthesize it. The reactants are: C[O:2][C:3]1[CH:8]=[CH:7][C:6]([C:9]([C:11]2[S:15][C:14]([NH2:16])=[N:13][C:12]=2[C:17]2[O:18][CH:19]=[CH:20][CH:21]=2)=[O:10])=[CH:5][N:4]=1.Br.C(=O)([O-])[O-].[Na+].[Na+]. (3) Given the product [CH3:17][N:15]([CH3:16])[C:14]([C:13]1[N:12]([C:19]2[CH:24]=[CH:23][C:22]([O:25][CH3:26])=[CH:21][CH:20]=2)[C:11]([C:27]([O:29][CH2:30][CH3:31])=[O:28])=[C:10]([O:32][CH2:33][O:34][P:35]([OH:37])([OH:45])=[O:36])[C:9]=1[OH:8])=[O:18], predict the reactants needed to synthesize it. The reactants are: C([O:8][C:9]1[C:10]([O:32][CH2:33][O:34][P:35]([O:45]CC2C=CC=CC=2)([O:37]CC2C=CC=CC=2)=[O:36])=[C:11]([C:27]([O:29][CH2:30][CH3:31])=[O:28])[N:12]([C:19]2[CH:24]=[CH:23][C:22]([O:25][CH3:26])=[CH:21][CH:20]=2)[C:13]=1[C:14](=[O:18])[N:15]([CH3:17])[CH3:16])C1C=CC=CC=1. (4) Given the product [CH3:1][O:2][C:3]1[CH:4]=[CH:5][C:6]([C:9]2[C:10](=[O:25])[N:11]([CH2:19][C:20]([OH:22])=[O:21])[C:12]3([CH2:18][CH2:17][CH2:16][CH2:15][CH2:14]3)[N:13]=2)=[CH:7][CH:8]=1, predict the reactants needed to synthesize it. The reactants are: [CH3:1][O:2][C:3]1[CH:8]=[CH:7][C:6]([C:9]2[C:10](=[O:25])[N:11]([CH2:19][C:20]([O:22]CC)=[O:21])[C:12]3([CH2:18][CH2:17][CH2:16][CH2:15][CH2:14]3)[N:13]=2)=[CH:5][CH:4]=1.O.[OH-].[Na+].Cl.